From a dataset of Buchwald-Hartwig C-N cross coupling reaction yields with 55,370 reactions. Predict the reaction yield, written as a fraction of the theoretical maximum amount of product (1.0 means a 100% yield; for example, 0.34 means a 34% yield). (1) The reactants are CCc1ccc(I)cc1.Cc1ccc(N)cc1.O=S(=O)(O[Pd]1c2ccccc2-c2ccccc2N~1)C(F)(F)F.CC(C)c1cc(C(C)C)c(-c2ccccc2P(C2CCCCC2)C2CCCCC2)c(C(C)C)c1.CN(C)C(=NC(C)(C)C)N(C)C.COC(=O)c1ccno1. No catalyst specified. The product is CCc1ccc(Nc2ccc(C)cc2)cc1. The yield is 0.0812. (2) The reactants are FC(F)(F)c1ccc(Br)cc1.Cc1ccc(N)cc1.O=S(=O)(O[Pd]1c2ccccc2-c2ccccc2N~1)C(F)(F)F.COc1ccc(OC)c(P(C(C)(C)C)C(C)(C)C)c1-c1c(C(C)C)cc(C(C)C)cc1C(C)C.CN1CCCN2CCCN=C12.COC(=O)c1ccno1. No catalyst specified. The product is Cc1ccc(Nc2ccc(C(F)(F)F)cc2)cc1. The yield is 0.223. (3) The reactants are FC(F)(F)c1ccc(I)cc1.Cc1ccc(N)cc1.O=S(=O)(O[Pd]1c2ccccc2-c2ccccc2N~1)C(F)(F)F.COc1ccc(OC)c(P(C(C)(C)C)C(C)(C)C)c1-c1c(C(C)C)cc(C(C)C)cc1C(C)C.CCN=P(N=P(N(C)C)(N(C)C)N(C)C)(N(C)C)N(C)C.Cc1cc(-n2cccc2)no1. No catalyst specified. The product is Cc1ccc(Nc2ccc(C(F)(F)F)cc2)cc1. The yield is 0.313. (4) The reactants are FC(F)(F)c1ccc(I)cc1.Cc1ccc(N)cc1.O=S(=O)(O[Pd]1c2ccccc2-c2ccccc2N~1)C(F)(F)F.COc1ccc(OC)c(P(C(C)(C)C)C(C)(C)C)c1-c1c(C(C)C)cc(C(C)C)cc1C(C)C.CN(C)C(=NC(C)(C)C)N(C)C.Cc1cc(-c2ccccc2)on1. No catalyst specified. The product is Cc1ccc(Nc2ccc(C(F)(F)F)cc2)cc1. The yield is 0.360. (5) The reactants are FC(F)(F)c1ccc(I)cc1.Cc1ccc(N)cc1.O=S(=O)(O[Pd]1c2ccccc2-c2ccccc2N~1)C(F)(F)F.CC(C)c1cc(C(C)C)c(-c2ccccc2P(C2CCCCC2)C2CCCCC2)c(C(C)C)c1.CCN=P(N=P(N(C)C)(N(C)C)N(C)C)(N(C)C)N(C)C.CCOC(=O)c1ccon1. The product is Cc1ccc(Nc2ccc(C(F)(F)F)cc2)cc1. The yield is 0. No catalyst specified. (6) The reactants are Ic1cccnc1.Cc1ccc(N)cc1.O=S(=O)(O[Pd]1c2ccccc2-c2ccccc2N~1)C(F)(F)F.CC(C)c1cc(C(C)C)c(-c2ccccc2P(C2CCCCC2)C2CCCCC2)c(C(C)C)c1.CCN=P(N=P(N(C)C)(N(C)C)N(C)C)(N(C)C)N(C)C.Cc1cc(-c2ccccc2)on1. No catalyst specified. The product is Cc1ccc(Nc2cccnc2)cc1. The yield is 0.814.